From a dataset of Catalyst prediction with 721,799 reactions and 888 catalyst types from USPTO. Predict which catalyst facilitates the given reaction. (1) Reactant: [F:1][C:2]1[CH:3]=[C:4]2[C:8](=[CH:9][CH:10]=1)[NH:7][C:6]1[C:11](=[O:20])[NH:12][CH2:13][CH:14]=[C:15]([CH2:16][C:17]([OH:19])=O)[C:5]2=1.CCN(C(C)C)C(C)C.CN(C(ON1N=NC2C=CC=NC1=2)=[N+](C)C)C.F[P-](F)(F)(F)(F)F.[Cl:54][C:55]1[N:60]=[CH:59][C:58]([NH2:61])=[CH:57][CH:56]=1. Product: [Cl:54][C:55]1[N:60]=[CH:59][C:58]([NH:61][C:17](=[O:19])[CH2:16][C:15]2[C:5]3[C:4]4[C:8](=[CH:9][CH:10]=[C:2]([F:1])[CH:3]=4)[NH:7][C:6]=3[C:11](=[O:20])[NH:12][CH2:13][CH:14]=2)=[CH:57][CH:56]=1. The catalyst class is: 3. (2) Reactant: [F:1][C:2]1[CH:7]=[C:6]([N:8]([CH2:21][C:22]2[CH:23]=[C:24]([C:28]3[C:33]([CH3:34])=[CH:32][C:31]([OH:35])=[CH:30][C:29]=3[CH3:36])[CH:25]=[CH:26][CH:27]=2)[S:9]([C:12]2[CH:17]=[CH:16][CH:15]=[CH:14][C:13]=2[N+:18]([O-:20])=[O:19])(=[O:11])=[O:10])[CH:5]=[CH:4][C:3]=1[CH2:37][CH2:38][C:39]([O:41][C:42]([CH3:45])([CH3:44])[CH3:43])=[O:40].[CH2:46]([NH:48][CH2:49][CH2:50]O)[CH3:47].C(P(CCCC)CCCC)CCC.N(C(N1CCCCC1)=O)=NC(N1CCCCC1)=O. Product: [CH2:46]([NH:48][CH2:49][CH2:50][O:35][C:31]1[CH:32]=[C:33]([CH3:34])[C:28]([C:24]2[CH:25]=[CH:26][CH:27]=[C:22]([CH2:21][N:8]([S:9]([C:12]3[CH:17]=[CH:16][CH:15]=[CH:14][C:13]=3[N+:18]([O-:20])=[O:19])(=[O:10])=[O:11])[C:6]3[CH:5]=[CH:4][C:3]([CH2:37][CH2:38][C:39]([O:41][C:42]([CH3:45])([CH3:44])[CH3:43])=[O:40])=[C:2]([F:1])[CH:7]=3)[CH:23]=2)=[C:29]([CH3:36])[CH:30]=1)[CH3:47]. The catalyst class is: 7.